Predict which catalyst facilitates the given reaction. From a dataset of Catalyst prediction with 721,799 reactions and 888 catalyst types from USPTO. (1) Reactant: [CH:1]([C:3]1[CH:8]=[C:7](F)[CH:6]=[CH:5][C:4]=1[N+:10]([O-:12])=[O:11])=[CH2:2].[CH3:13][S:14]([C:17]1[N:22]=[CH:21][C:20]([OH:23])=[CH:19][CH:18]=1)(=[O:16])=[O:15].C(=O)([O-])[O-].[K+].[K+]. Product: [CH:1]([C:3]1[CH:8]=[C:7]([CH:6]=[CH:5][C:4]=1[N+:10]([O-:12])=[O:11])[O:23][C:20]1[CH:19]=[CH:18][C:17]([S:14]([CH3:13])(=[O:16])=[O:15])=[N:22][CH:21]=1)=[CH2:2]. The catalyst class is: 9. (2) Product: [Cl:1][C:2]1[S:6][CH:5]=[C:4]([C:7]2[O:11][N:10]=[C:9]([C@H:12]3[CH2:17][C@@H:16]4[C@@H:14]([CH2:15]4)[N:13]3[C:20](=[S:21])[NH:19][CH3:18])[CH:8]=2)[CH:3]=1. The catalyst class is: 2. Reactant: [Cl:1][C:2]1[S:6][CH:5]=[C:4]([C:7]2[O:11][N:10]=[C:9]([C@H:12]3[CH2:17][C@@H:16]4[C@@H:14]([CH2:15]4)[NH:13]3)[CH:8]=2)[CH:3]=1.[CH3:18][N:19]=[C:20]=[S:21]. (3) Reactant: [O:1]=[CH:2][C:3]1[CH:11]=[CH:10][C:8]([OH:9])=[C:5]([O:6][CH3:7])[CH:4]=1.Br[CH2:13][CH2:14][OH:15].C(=O)([O-])[O-].[K+].[K+].CC(C)=O. Product: [OH:15][CH2:14][CH2:13][O:9][C:8]1[CH:10]=[CH:11][C:3]([CH:2]=[O:1])=[CH:4][C:5]=1[O:6][CH3:7]. The catalyst class is: 8. (4) The catalyst class is: 7. Product: [C:28]([C:27]1[CH:32]=[CH:33][C:24]([NH:23][C:20]2[N:19]=[C:18]([N:34]([CH3:38])[CH2:35][CH2:36][CH3:37])[C:17]([C:16]#[C:15][CH2:14][CH2:13][CH2:12][NH:3][C:2]([C:10]3[CH:9]=[CH:8][CH:7]=[CH:6][C:5]=3[C:4]([OH:39])=[O:11])=[O:1])=[CH:22][N:21]=2)=[CH:25][CH:26]=1)([OH:30])=[O:29]. Reactant: [O:1]=[C:2]1[C:10]2[C:5](=[CH:6][CH:7]=[CH:8][CH:9]=2)[C:4](=[O:11])[N:3]1[CH2:12][CH2:13][CH2:14][C:15]#[C:16][C:17]1[C:18]([N:34]([CH3:38])[CH2:35][CH2:36][CH3:37])=[N:19][C:20]([NH:23][C:24]2[CH:33]=[CH:32][C:27]([C:28]([O:30]C)=[O:29])=[CH:26][CH:25]=2)=[N:21][CH:22]=1.[OH-:39].[Na+].Cl. (5) Reactant: [CH3:1][O:2][C:3]1[CH:4]=[C:5]2[C:10](=[CH:11][C:12]=1[O:13][CH3:14])[N:9]=[CH:8][CH:7]=[C:6]2[O:15][C:16]1[CH:22]=[CH:21][C:19]([NH2:20])=[C:18]([F:23])[CH:17]=1.C(O)C.[CH3:27][C:28]1[CH:33]=[CH:32][C:31]([C:34]([N:36]=[C:37]=[S:38])=[O:35])=[CH:30][CH:29]=1. Product: [CH3:1][O:2][C:3]1[CH:4]=[C:5]2[C:10](=[CH:11][C:12]=1[O:13][CH3:14])[N:9]=[CH:8][CH:7]=[C:6]2[O:15][C:16]1[CH:22]=[CH:21][C:19]([NH:20][C:37]([NH:36][C:34](=[O:35])[C:31]2[CH:32]=[CH:33][C:28]([CH3:27])=[CH:29][CH:30]=2)=[S:38])=[C:18]([F:23])[CH:17]=1. The catalyst class is: 11. (6) Product: [NH:9]1[CH:13]=[CH:12][N:11]=[C:10]1[C:14]1[CH:15]=[CH:16][C:17]([CH3:38])=[C:18]([NH:20][C:21](=[O:37])[C:22]2[CH:23]=[CH:24][C:25]([O:28][CH2:29][C:30]3[CH:35]=[CH:34][CH:33]=[C:32]([O:5][CH2:4][CH2:3][N:2]([CH3:6])[CH3:1])[N:31]=3)=[CH:26][CH:27]=2)[CH:19]=1. Reactant: [CH3:1][N:2]([CH3:6])[CH2:3][CH2:4][OH:5].[H-].[Na+].[NH:9]1[CH:13]=[CH:12][N:11]=[C:10]1[C:14]1[CH:15]=[CH:16][C:17]([CH3:38])=[C:18]([NH:20][C:21](=[O:37])[C:22]2[CH:27]=[CH:26][C:25]([O:28][CH2:29][C:30]3[CH:35]=[CH:34][CH:33]=[C:32](Br)[N:31]=3)=[CH:24][CH:23]=2)[CH:19]=1. The catalyst class is: 3. (7) Reactant: [NH2:1][C@@H:2]([CH2:7][CH2:8][S:9][CH3:10])[C:3]([O:5][CH3:6])=[O:4].C(=O)([O-])[O-].[Na+].[Na+].[CH3:17][C:18]([O:21][C:22](O[C:22]([O:21][C:18]([CH3:20])([CH3:19])[CH3:17])=[O:23])=[O:23])([CH3:20])[CH3:19]. Product: [C:18]([O:21][C:22]([NH:1][C@@H:2]([CH2:7][CH2:8][S:9][CH3:10])[C:3]([O:5][CH3:6])=[O:4])=[O:23])([CH3:20])([CH3:19])[CH3:17]. The catalyst class is: 38.